From a dataset of NCI-60 drug combinations with 297,098 pairs across 59 cell lines. Regression. Given two drug SMILES strings and cell line genomic features, predict the synergy score measuring deviation from expected non-interaction effect. (1) Drug 1: CNC(=O)C1=CC=CC=C1SC2=CC3=C(C=C2)C(=NN3)C=CC4=CC=CC=N4. Drug 2: C1=CC=C(C(=C1)C(C2=CC=C(C=C2)Cl)C(Cl)Cl)Cl. Cell line: HOP-92. Synergy scores: CSS=4.03, Synergy_ZIP=2.41, Synergy_Bliss=4.23, Synergy_Loewe=4.09, Synergy_HSA=2.74. (2) Drug 1: CC(CN1CC(=O)NC(=O)C1)N2CC(=O)NC(=O)C2. Drug 2: C(CN)CNCCSP(=O)(O)O. Synergy scores: CSS=15.5, Synergy_ZIP=-0.303, Synergy_Bliss=3.68, Synergy_Loewe=-2.61, Synergy_HSA=2.77. Cell line: SF-539. (3) Drug 1: CCC1(CC2CC(C3=C(CCN(C2)C1)C4=CC=CC=C4N3)(C5=C(C=C6C(=C5)C78CCN9C7C(C=CC9)(C(C(C8N6C=O)(C(=O)OC)O)OC(=O)C)CC)OC)C(=O)OC)O.OS(=O)(=O)O. Drug 2: C1=CC=C(C=C1)NC(=O)CCCCCCC(=O)NO. Cell line: HCT-15. Synergy scores: CSS=1.22, Synergy_ZIP=1.34, Synergy_Bliss=1.68, Synergy_Loewe=-2.45, Synergy_HSA=-2.93. (4) Drug 1: COC1=CC(=CC(=C1O)OC)C2C3C(COC3=O)C(C4=CC5=C(C=C24)OCO5)OC6C(C(C7C(O6)COC(O7)C8=CC=CS8)O)O. Drug 2: COCCOC1=C(C=C2C(=C1)C(=NC=N2)NC3=CC=CC(=C3)C#C)OCCOC.Cl. Cell line: CAKI-1. Synergy scores: CSS=56.9, Synergy_ZIP=-2.37, Synergy_Bliss=-1.77, Synergy_Loewe=-1.23, Synergy_HSA=4.06.